Dataset: Catalyst prediction with 721,799 reactions and 888 catalyst types from USPTO. Task: Predict which catalyst facilitates the given reaction. (1) Reactant: P(Cl)(Cl)Cl.[Br:5][C:6]1[CH:11]=[CH:10][CH:9]=[CH:8][C:7]=1[S:12][CH2:13][C:14]([OH:16])=O.[Cl:17][C:18]1[CH:24]=[CH:23][CH:22]=[CH:21][C:19]=1[NH2:20].O. Product: [Br:5][C:6]1[CH:11]=[CH:10][CH:9]=[CH:8][C:7]=1[S:12][CH2:13][C:14]([NH:20][C:19]1[CH:21]=[CH:22][CH:23]=[CH:24][C:18]=1[Cl:17])=[O:16]. The catalyst class is: 17. (2) Reactant: [CH2:1]([O:3][P:4](/[CH:9]=[CH:10]/[C:11]1[C:12]([O:22][CH2:23][C:24]2[CH:47]=[CH:46][C:27]([O:28][CH2:29][C:30]3[N:31]=[C:32]([C:36]4[CH:37]=[C:38]([CH:43]=[CH:44][CH:45]=4)[C:39]([O:41]C)=[O:40])[O:33][C:34]=3[CH3:35])=[C:26]([O:48][CH3:49])[CH:25]=2)=[N:13][N:14]([C:16]2[CH:21]=[CH:20][CH:19]=[CH:18][CH:17]=2)[CH:15]=1)([O:6][CH2:7][CH3:8])=[O:5])[CH3:2].O1CCCC1.[OH-].[Na+].Cl. Product: [CH2:7]([O:6][P:4](/[CH:9]=[CH:10]/[C:11]1[C:12]([O:22][CH2:23][C:24]2[CH:47]=[CH:46][C:27]([O:28][CH2:29][C:30]3[N:31]=[C:32]([C:36]4[CH:37]=[C:38]([CH:43]=[CH:44][CH:45]=4)[C:39]([OH:41])=[O:40])[O:33][C:34]=3[CH3:35])=[C:26]([O:48][CH3:49])[CH:25]=2)=[N:13][N:14]([C:16]2[CH:17]=[CH:18][CH:19]=[CH:20][CH:21]=2)[CH:15]=1)([O:3][CH2:1][CH3:2])=[O:5])[CH3:8]. The catalyst class is: 72. (3) Product: [C:18]([O:22][C:23]([N:7]1[C:8]2[C:4](=[CH:3][C:2]([Br:1])=[C:10]([F:11])[CH:9]=2)[CH:5]=[CH:6]1)=[O:24])([CH3:21])([CH3:20])[CH3:19]. Reactant: [Br:1][C:2]1[CH:3]=[C:4]2[C:8](=[CH:9][C:10]=1[F:11])[NH:7][CH:6]=[CH:5]2.CC([O-])(C)C.[K+].[C:18]([O:22][C:23](=O)[O:24]C(C)(C)C)([CH3:21])([CH3:20])[CH3:19].Cl. The catalyst class is: 18. (4) The catalyst class is: 14. Reactant: C(OC([N:8]1[C:16]2[C:11](=[CH:12][CH:13]=[CH:14][C:15]=2[O:17][CH2:18][CH2:19][N:20](C(OC(C)(C)C)=O)[CH3:21])[CH:10]=[C:9]1[S:29]([C:32]1[CH:37]=[CH:36][CH:35]=[CH:34][CH:33]=1)(=[O:31])=[O:30])=O)(C)(C)C.[ClH:38]. Product: [ClH:38].[C:32]1([S:29]([C:9]2[NH:8][C:16]3[C:11]([CH:10]=2)=[CH:12][CH:13]=[CH:14][C:15]=3[O:17][CH2:18][CH2:19][NH:20][CH3:21])(=[O:31])=[O:30])[CH:33]=[CH:34][CH:35]=[CH:36][CH:37]=1. (5) Reactant: [OH:1][C:2]1[CH:21]=[CH:20][C:5]2[CH:6]=[C:7]([NH:11][C:12](=[O:19])[C:13]3[CH:18]=[CH:17][CH:16]=[CH:15][CH:14]=3)[C:8](=[O:10])[O:9][C:4]=2[CH:3]=1.[ClH:22].C(=O)([O-])O.[Na+]. Product: [Cl:22][C:14]1[CH:15]=[CH:16][CH:17]=[CH:18][C:13]=1[C:12]([NH:11][C:7]1[C:8](=[O:10])[O:9][C:4]2[CH:3]=[C:2]([OH:1])[CH:21]=[CH:20][C:5]=2[CH:6]=1)=[O:19]. The catalyst class is: 259. (6) Reactant: [Na+].[C:2]([C:4]1[CH:5]=[C:6]([C:14]2[S:18][C:17]([C:19]3[C:20]([CH3:35])=[C:21]4[C:26](=[CH:27][CH:28]=3)[CH2:25][N:24]([CH2:29][CH2:30][CH2:31][C:32]([O-:34])=O)[CH2:23][CH2:22]4)=[N:16][N:15]=2)[CH:7]=[CH:8][C:9]=1[O:10][CH:11]([CH3:13])[CH3:12])#[N:3].C(O)(=O)C.[CH2:40]([N:42]1CCOCC1)C.ClC(OCC(C)C)=O.CN. Product: [C:2]([C:4]1[CH:5]=[C:6]([C:14]2[S:18][C:17]([C:19]3[C:20]([CH3:35])=[C:21]4[C:26](=[CH:27][CH:28]=3)[CH2:25][N:24]([CH2:29][CH2:30][CH2:31][C:32]([NH:42][CH3:40])=[O:34])[CH2:23][CH2:22]4)=[N:16][N:15]=2)[CH:7]=[CH:8][C:9]=1[O:10][CH:11]([CH3:12])[CH3:13])#[N:3]. The catalyst class is: 6. (7) Reactant: Br[C:2]1[CH:7]=[CH:6][C:5]([Br:8])=[CH:4][N:3]=1.[CH3:9][S-:10].[Na+]. Product: [Br:8][C:5]1[CH:6]=[CH:7][C:2]([S:10][CH3:9])=[N:3][CH:4]=1. The catalyst class is: 35. (8) Reactant: [OH:1][C:2]1[CH:3]=[C:4]([CH2:8][C:9]([OH:11])=[O:10])[CH:5]=[CH:6][CH:7]=1.[CH2:12](Br)[C:13]1[CH:18]=[CH:17][CH:16]=[CH:15][CH:14]=1.[OH-].[K+]. Product: [CH2:12]([O:1][C:2]1[CH:3]=[C:4]([CH2:8][C:9]([OH:11])=[O:10])[CH:5]=[CH:6][CH:7]=1)[C:13]1[CH:18]=[CH:17][CH:16]=[CH:15][CH:14]=1. The catalyst class is: 1.